Dataset: Tyrosyl-DNA phosphodiesterase HTS with 341,365 compounds. Task: Binary Classification. Given a drug SMILES string, predict its activity (active/inactive) in a high-throughput screening assay against a specified biological target. (1) The compound is s1c(NC(=O)c2c(occ2)C)c(cc1)C(=O)N. The result is 0 (inactive). (2) The compound is S(=O)(=O)(N1CCN(CC1)C(=O)C(C)(C)C)c1cc2OCCCOc2cc1. The result is 0 (inactive).